Dataset: Reaction yield outcomes from USPTO patents with 853,638 reactions. Task: Predict the reaction yield, written as a fraction of the theoretical maximum amount of product (1.0 means a 100% yield; for example, 0.34 means a 34% yield). (1) The reactants are [CH2:1]([O:8][C:9]1[CH:10]=[C:11]2[C:15](=[CH:16][C:17]=1[NH:18][CH:19]1[CH2:24][CH2:23][O:22][CH2:21][CH2:20]1)[N:14]([CH:25]1[CH2:30][CH2:29][CH2:28][CH2:27][O:26]1)[N:13]=[CH:12]2)[C:2]1[CH:7]=[CH:6][CH:5]=[CH:4][CH:3]=1.[C:31](Cl)(=[O:33])[CH3:32].C([O-])([O-])=O.[K+].[K+].O. The catalyst is C1COCC1.CCOC(C)=O. The product is [CH2:1]([O:8][C:9]1[CH:10]=[C:11]2[C:15](=[CH:16][C:17]=1[N:18]([CH:19]1[CH2:20][CH2:21][O:22][CH2:23][CH2:24]1)[C:31](=[O:33])[CH3:32])[N:14]([CH:25]1[CH2:30][CH2:29][CH2:28][CH2:27][O:26]1)[N:13]=[CH:12]2)[C:2]1[CH:7]=[CH:6][CH:5]=[CH:4][CH:3]=1. The yield is 0.824. (2) The reactants are [CH2:1]([O:12][CH2:13][CH:14]([CH2:16][OH:17])[OH:15])[CH2:2][CH2:3][CH2:4][CH2:5][CH2:6][CH2:7][CH2:8][CH2:9][CH:10]=[CH2:11]. The catalyst is N1C=CC=CC=1.C(OCC)(=O)C. The product is [C:1]([O:15][CH:14]([CH2:16][O:17][C:14](=[O:15])[CH3:13])[CH2:13][O:12][CH2:1][CH2:2][CH2:3][CH2:4][CH2:5][CH2:6][CH2:7][CH2:8][CH2:9][CH:10]=[CH2:11])(=[O:12])[CH3:2]. The yield is 0.980. (3) The catalyst is C(O)(C(F)(F)F)=O.C(Cl)Cl. The yield is 0.870. The product is [CH2:1]([O:3][C:4](=[O:42])[CH:5]([N:7]([O:35][C:36]1[CH:41]=[CH:40][CH:39]=[CH:38][CH:37]=1)[PH:8]([CH2:10][C:11]([CH3:34])=[CH:12][CH2:13][C:14]1[C:15]([OH:27])=[C:16]2[C:20](=[C:21]([CH3:25])[C:22]=1[CH2:23][CH3:24])[CH2:19][O:18][C:17]2=[O:26])=[O:9])[CH3:6])[CH3:2]. The reactants are [CH2:1]([O:3][C:4](=[O:42])[CH:5]([N:7]([O:35][C:36]1[CH:41]=[CH:40][CH:39]=[CH:38][CH:37]=1)[PH:8]([CH2:10][C:11]([CH3:34])=[CH:12][CH2:13][C:14]1[C:15]([O:27]CC[Si](C)(C)C)=[C:16]2[C:20](=[C:21]([CH3:25])[C:22]=1[CH2:23][CH3:24])[CH2:19][O:18][C:17]2=[O:26])=[O:9])[CH3:6])[CH3:2].N1C=CC=CC=1. (4) The reactants are [Cl:1][C:2]1[CH:3]=[C:4]([C:9](=O)[CH2:10][C:11](=O)[C:12]([F:15])([F:14])[F:13])[CH:5]=[CH:6][C:7]=1[F:8].[NH2:18][C:19]1[C:23]([C:24]#[N:25])=[CH:22][NH:21][N:20]=1. No catalyst specified. The product is [Cl:1][C:2]1[CH:3]=[C:4]([C:9]2[CH:10]=[C:11]([C:12]([F:15])([F:14])[F:13])[N:20]3[N:21]=[CH:22][C:23]([C:24]#[N:25])=[C:19]3[N:18]=2)[CH:5]=[CH:6][C:7]=1[F:8]. The yield is 0.320. (5) The reactants are [OH:1][CH2:2][CH2:3][CH2:4][N:5]1[CH2:13][C:12]2[C:7](=[CH:8][CH:9]=[C:10]([C:14]3[S:15][C:16](I)=[CH:17][CH:18]=3)[CH:11]=2)[C:6]1=[O:20].CC1(C)C(C)(C)OB([C:29]2[CH:30]=[C:31]([NH:35][C:36](=[O:42])[O:37][C:38]([CH3:41])([CH3:40])[CH3:39])[CH:32]=[N:33][CH:34]=2)O1. No catalyst specified. The product is [OH:1][CH2:2][CH2:3][CH2:4][N:5]1[CH2:13][C:12]2[C:7](=[CH:8][CH:9]=[C:10]([C:14]3[S:15][C:16]([C:29]4[CH:30]=[C:31]([NH:35][C:36](=[O:42])[O:37][C:38]([CH3:40])([CH3:39])[CH3:41])[CH:32]=[N:33][CH:34]=4)=[CH:17][CH:18]=3)[CH:11]=2)[C:6]1=[O:20]. The yield is 0.830. (6) The reactants are C(N)C1C=CC=CC=1.[NH2:9][CH2:10][CH2:11][N:12]1[CH2:16][CH2:15][CH2:14][CH2:13]1.[F:17][C:18]1[CH:39]=[CH:38][C:21]([CH2:22][N:23]2[CH2:27][CH2:26][N:25]([C:28]3[S:29][C:30]([C:34](O)=[O:35])=[C:31]([CH3:33])[N:32]=3)[C:24]2=[O:37])=[CH:20][CH:19]=1. No catalyst specified. The product is [F:17][C:18]1[CH:39]=[CH:38][C:21]([CH2:22][N:23]2[CH2:27][CH2:26][N:25]([C:28]3[S:29][C:30]([C:34]([NH:9][CH2:10][CH2:11][N:12]4[CH2:16][CH2:15][CH2:14][CH2:13]4)=[O:35])=[C:31]([CH3:33])[N:32]=3)[C:24]2=[O:37])=[CH:20][CH:19]=1. The yield is 0.170. (7) The reactants are Br[C:2]1[CH:15]=[CH:14][CH:13]=[CH:12][C:3]=1[CH2:4][NH:5][C:6](=[O:11])[C:7]([F:10])([F:9])[F:8].CC1(C)C(C)(C)OB([C:24]2[CH:30]=[CH:29][C:27]([NH2:28])=[CH:26][CH:25]=2)O1.C1C=CC(P(C2C=CC=CC=2)C2C=CC=CC=2)=CC=1.C([O-])([O-])=O.[K+].[K+]. The catalyst is CN(C=O)C.CC([O-])=O.CC([O-])=O.[Pd+2]. The yield is 0.490. The product is [NH2:28][C:27]1[CH:29]=[CH:30][C:24]([C:2]2[CH:15]=[CH:14][CH:13]=[CH:12][C:3]=2[CH2:4][NH:5][C:6](=[O:11])[C:7]([F:10])([F:9])[F:8])=[CH:25][CH:26]=1.